Dataset: Experimentally validated miRNA-target interactions with 360,000+ pairs, plus equal number of negative samples. Task: Binary Classification. Given a miRNA mature sequence and a target amino acid sequence, predict their likelihood of interaction. (1) The miRNA is hsa-miR-3929 with sequence GAGGCUGAUGUGAGUAGACCACU. The protein sequence of the target gene is MATTATMATSGSARKRLLKEEDMTKVEFETSEEVDVTPTFDTMGLREDLLRGIYAYGFEKPSAIQQRAIKQIIKGRDVIAQSQSGTGKTATFSISVLQCLDIQVRETQALILAPTRELAVQIQKGLLALGDYMNVQCHACIGGTNVGEDIRKLDYGQHVVAGTPGRVFDMIRRRSLRTRAIKMLVLDEADEMLNKGFKEQIYDVYRYLPPATQVVLISATLPHEILEMTNKFMTDPIRILVKRDELTLEGIKQFFVAVEREEWKFDTLCDLYDTLTITQAVIFCNTKRKVDWLTEKMREA.... Result: 1 (interaction). (2) The miRNA is hsa-miR-614 with sequence GAACGCCUGUUCUUGCCAGGUGG. The protein sequence of the target gene is MASLLGAYPWPEGLECPALDAELSDGQSPPAVPRPPGDKGSESRIRRPMNAFMVWAKDERKRLAVQNPDLHNAELSKMLGKSWKALTLSQKRPYVDEAERLRLQHMQDYPNYKYRPRRKKQAKRLCKRVDPGFLLSSLSRDQNALPEKRSGSRGALGEKEDRGEYSPGTALPSLRGCYHEGPAGGGGGGTPSSVDTYPYGLPTPPEMSPLDVLEPEQTFFSSPCQEEHGHPRRIPHLPGHPYSPEYAPSPLHCSHPLGSLALGQSPGVSMMSPVPGCPPSPAYYSPATYHPLHSNLQAHL.... Result: 0 (no interaction). (3) The miRNA is hsa-miR-192-5p with sequence CUGACCUAUGAAUUGACAGCC. The protein sequence of the target gene is MEGDAVEAIVEESETFIKGKERKTYQRRREGGQEEDACHLPQNQTDGGEVVQDVNSSVQMVMMEQLDPTLLQMKTEVMEGTVAPEAEAAVDDTQIITLQVVNMEEQPINIGELQLVQVPVPVTVPVATTSVEELQGAYENEVSKEGLAESEPMICHTLPLPEGFQVVKVGANGEVETLEQGELPPQEDPSWQKDPDYQPPAKKTKKTKKSKLRYTEEGKDVDVSVYDFEEEQQEGLLSEVNAEKVVGNMKPPKPTKIKKKGVKKTFQCELCSYTCPRRSNLDRHMKSHTDERPHKCHLCG.... Result: 1 (interaction). (4) The protein sequence of the target gene is MAANVGSMFQYWKRFDLQQLQRELDATATVLANRQDESEQSRKRLIEQSREFKKNTPEDLRKQVAPLLKSFQGEIDALSKRSKEAEAAFLNVYKRLIDVPDPVPALDLGQQLQLKVQRLHDIETENQKLRETLEEYNKEFAEVKNQEVTIKALKEKIREYEQTLKNQAETIALEKEQKLQNDFAEKERKLQETQMSTTSKLEEAEHKVQSLQTALEKTRTELFDLKTKYDEETTAKADEIEMIMTDLERANQRAEVAQREAETLREQLSSANHSLQLASQIQKAPDVEQAIEVLTRSSLE.... The miRNA is mmu-miR-653-5p with sequence GUGUUGAAACAAUCUCUACUG. Result: 0 (no interaction).